From a dataset of HIV replication inhibition screening data with 41,000+ compounds from the AIDS Antiviral Screen. Binary Classification. Given a drug SMILES string, predict its activity (active/inactive) in a high-throughput screening assay against a specified biological target. The molecule is CC(=O)c1sc(Nc2ccc(Cl)c(Cl)c2)nc1C. The result is 0 (inactive).